The task is: Predict which catalyst facilitates the given reaction.. This data is from Catalyst prediction with 721,799 reactions and 888 catalyst types from USPTO. (1) Reactant: [CH3:1][N:2]([CH3:25])[S:3]([N:6]1[C:10]([CH:11]([OH:17])[C:12]2[S:13][CH:14]=[CH:15][CH:16]=2)=[CH:9][N:8]=[C:7]1[Si](C(C)(C)C)(C)C)(=[O:5])=[O:4].C([Mg]Br)=C. Product: [CH3:1][N:2]([CH3:25])[S:3]([N:6]1[C:10]([CH:11]([OH:17])[C:12]2[S:13][CH:14]=[CH:15][CH:16]=2)=[CH:9][N:8]=[CH:7]1)(=[O:5])=[O:4]. The catalyst class is: 356. (2) Reactant: [CH:1]1([NH:4][C@H:5]2[CH2:10][CH2:9][C@H:8]([C:11]3[CH:12]=[N:13][CH:14]=[CH:15][CH:16]=3)[CH2:7][CH2:6]2)[CH2:3][CH2:2]1.[F:17][C:18]([F:32])([F:31])[C@:19]([C:22]1[CH:30]=[CH:29][C:25]([C:26](O)=[O:27])=[CH:24][CH:23]=1)([OH:21])[CH3:20].CCN=C=NCCCN(C)C.C1C=NC2N(O)N=NC=2C=1.C([O-])(O)=O.[Na+]. Product: [CH:1]1([N:4]([C@H:5]2[CH2:6][CH2:7][C@H:8]([C:11]3[CH:12]=[N:13][CH:14]=[CH:15][CH:16]=3)[CH2:9][CH2:10]2)[C:26](=[O:27])[C:25]2[CH:29]=[CH:30][C:22]([C@@:19]([OH:21])([CH3:20])[C:18]([F:17])([F:31])[F:32])=[CH:23][CH:24]=2)[CH2:2][CH2:3]1. The catalyst class is: 3. (3) Reactant: C[O:2][C:3]([C:5]1[S:6][C:7]2[N:8]=[CH:9][N:10]=[C:11]([NH:14][C:15]3[CH:20]=[CH:19][C:18]([F:21])=[C:17]([Cl:22])[CH:16]=3)[C:12]=2[N:13]=1)=[O:4].[OH-].[Na+]. Product: [Cl:22][C:17]1[CH:16]=[C:15]([NH:14][C:11]2[C:12]3[N:13]=[C:5]([C:3]([OH:4])=[O:2])[S:6][C:7]=3[N:8]=[CH:9][N:10]=2)[CH:20]=[CH:19][C:18]=1[F:21]. The catalyst class is: 7. (4) Reactant: [Cl:1][C:2]1[CH:3]=[C:4]([CH:35]=[CH:36][C:37]=1[O:38][CH3:39])[CH2:5][NH:6][C:7]1[C:12]([C:13]([O:15][CH3:16])=[O:14])=[C:11]([N:17]2[CH2:22][CH2:21][N:20]3[CH:23]=[CH:24][N:25]=[C:19]3[CH2:18]2)[N:10]=[C:9](S(CC2C=CC=CC=2)=O)[N:8]=1.[OH:40][CH:41]1[CH2:46][CH2:45][NH:44][CH2:43][CH2:42]1.C(N(CC)CC)C. Product: [Cl:1][C:2]1[CH:3]=[C:4]([CH:35]=[CH:36][C:37]=1[O:38][CH3:39])[CH2:5][NH:6][C:7]1[C:12]([C:13]([O:15][CH3:16])=[O:14])=[C:11]([N:17]2[CH2:22][CH2:21][N:20]3[CH:23]=[CH:24][N:25]=[C:19]3[CH2:18]2)[N:10]=[C:9]([N:44]2[CH2:45][CH2:46][CH:41]([OH:40])[CH2:42][CH2:43]2)[N:8]=1. The catalyst class is: 80. (5) Reactant: [CH2:1]([O:3][C:4](=[O:25])[CH2:5][CH:6]([C:18]1[CH:23]=[CH:22][C:21]([Br:24])=[CH:20][CH:19]=1)[CH2:7][CH2:8][CH2:9][NH:10]C(OC(C)(C)C)=O)[CH3:2].[ClH:26]. Product: [ClH:26].[CH2:1]([O:3][C:4](=[O:25])[CH2:5][CH:6]([C:18]1[CH:23]=[CH:22][C:21]([Br:24])=[CH:20][CH:19]=1)[CH2:7][CH2:8][CH2:9][NH2:10])[CH3:2]. The catalyst class is: 13. (6) Reactant: [Br:1][C:2]1[CH:7]=[CH:6][C:5]([O:8][CH2:9][O:10][CH2:11][CH2:12][Si:13]([CH3:16])([CH3:15])[CH3:14])=[CH:4][C:3]=1[CH2:17][CH2:18][OH:19].[OH-].[K+].I[CH3:23]. Product: [Br:1][C:2]1[CH:7]=[CH:6][C:5]([O:8][CH2:9][O:10][CH2:11][CH2:12][Si:13]([CH3:14])([CH3:16])[CH3:15])=[CH:4][C:3]=1[CH2:17][CH2:18][O:19][CH3:23]. The catalyst class is: 58. (7) Product: [CH3:16][C:5]1[N:6]=[C:7]2[N:8]([CH2:11][CH2:12][CH2:13][CH:14]2[OH:15])[C:9](=[O:10])[C:4]=1[CH2:3][CH2:2][N:29]1[CH2:28][CH2:27][CH:26]([C:23]2[C:22]3[CH:32]=[CH:33][C:19]([F:18])=[CH:20][C:21]=3[O:25][N:24]=2)[CH2:31][CH2:30]1. The catalyst class is: 10. Reactant: Cl[CH2:2][CH2:3][C:4]1[C:9](=[O:10])[N:8]2[CH2:11][CH2:12][CH2:13][CH:14]([OH:15])[C:7]2=[N:6][C:5]=1[CH3:16].Cl.[F:18][C:19]1[CH:33]=[CH:32][C:22]2[C:23]([CH:26]3[CH2:31][CH2:30][NH:29][CH2:28][CH2:27]3)=[N:24][O:25][C:21]=2[CH:20]=1.C(=O)([O-])[O-].[Na+].[Na+].[I-].[K+].